From a dataset of Full USPTO retrosynthesis dataset with 1.9M reactions from patents (1976-2016). Predict the reactants needed to synthesize the given product. (1) Given the product [CH3:18][N:16]([CH3:17])[C:7]1[N:6]=[C:5]2[S:4][C:3]3[C:19](=[O:20])[NH:21][CH:23]=[N:1][C:2]=3[C:10]2=[C:9]2[C:11]([CH3:15])([CH3:14])[CH2:12][CH2:13][C:8]=12, predict the reactants needed to synthesize it. The reactants are: [NH2:1][C:2]1[C:10]2[C:5](=[N:6][C:7]([N:16]([CH3:18])[CH3:17])=[C:8]3[CH2:13][CH2:12][C:11]([CH3:15])([CH3:14])[C:9]3=2)[S:4][C:3]=1[C:19]([NH2:21])=[O:20].O.[C:23]1(C)C=CC(S(O)(=O)=O)=CC=1. (2) The reactants are: C(O)(=O)[C:2]1[CH:7]=[CH:6]N=CC=1.[CH2:10]([O:17][C:18]1[C:27]([CH3:28])=[CH:26][C:21]([C:22]([NH:24][NH2:25])=O)=[CH:20][C:19]=1[CH2:29][CH3:30])[C:11]1[CH:16]=[CH:15][CH:14]=[CH:13][CH:12]=1.CC[N:33](C(C)C)[CH:34]([CH3:36])[CH3:35].C1CN([P+](ON2N=NC3C=CC=CC2=3)(N2CCCC2)N2CCCC2)CC1.F[P-](F)(F)(F)(F)F.COC1C=CC(P2(SP(C3C=CC(OC)=CC=3)(=S)S2)=[S:82])=CC=1.[CH2:95]1[CH2:99]O[CH2:97][CH2:96]1. Given the product [CH2:10]([O:17][C:18]1[C:27]([CH3:28])=[CH:26][C:21]([C:22]2[S:82][C:97]([C:96]3[CH:35]=[C:34]([CH3:36])[N:33]=[C:99]([CH:7]([CH3:6])[CH3:2])[CH:95]=3)=[N:25][N:24]=2)=[CH:20][C:19]=1[CH2:29][CH3:30])[C:11]1[CH:16]=[CH:15][CH:14]=[CH:13][CH:12]=1, predict the reactants needed to synthesize it. (3) Given the product [C:12]1([N:9]2[C:5]3=[N:6][CH:7]=[N:8][C:3]([NH:1][N:2]=[CH:28][C:20]4[CH:19]=[N:18][C:27]5[C:22]([CH:21]=4)=[CH:23][CH:24]=[CH:25][CH:26]=5)=[C:4]3[CH:11]=[N:10]2)[CH:17]=[CH:16][CH:15]=[CH:14][CH:13]=1, predict the reactants needed to synthesize it. The reactants are: [NH:1]([C:3]1[N:8]=[CH:7][N:6]=[C:5]2[N:9]([C:12]3[CH:17]=[CH:16][CH:15]=[CH:14][CH:13]=3)[N:10]=[CH:11][C:4]=12)[NH2:2].[N:18]1[C:27]2[C:22](=[CH:23][CH:24]=[CH:25][CH:26]=2)[CH:21]=[C:20]([CH:28]=O)[CH:19]=1.C1(N2C3=NC=NC(NN=CC4C=CN=CC=4)=C3C=N2)C=CC=CC=1. (4) The reactants are: [S:1](Cl)([C:4]1[C:16]2[CH:15]=[CH:14][CH:13]=[C:9]([N:10]([CH3:12])[CH3:11])[C:8]=2[CH:7]=[CH:6][CH:5]=1)(=[O:3])=[O:2].[CH3:18][N:19]([CH3:36])[CH2:20][CH2:21][S:22][S:23][C:24]1[CH:29]=[CH:28][C:27]([CH:30]([OH:35])[C:31](F)(F)F)=[CH:26][CH:25]=1.C1N2CCN(CC2)C1.O. Given the product [CH3:18][N:19]([CH3:36])[CH2:20][CH2:21][S:22][S:23][C:24]1[CH:29]=[CH:28][C:27]([CH:30]([O:35][S:1]([C:4]2[C:16]3[C:8](=[C:9]([N:10]([CH3:12])[CH3:11])[CH:13]=[CH:14][CH:15]=3)[CH:7]=[CH:6][CH:5]=2)(=[O:3])=[O:2])[CH3:31])=[CH:26][CH:25]=1, predict the reactants needed to synthesize it. (5) The reactants are: COP([CH2:7][C:8](=[O:16])[C:9]([F:15])([F:14])[CH2:10][CH2:11][CH2:12][CH3:13])(=O)OC.[OH-].[K+].[C:19]([O:22][C@@H:23]1[C@H:27]([CH2:28][CH2:29][CH2:30][CH2:31][CH2:32][CH2:33][C:34]([O:36][CH3:37])=[O:35])[C@@H:26]([CH:38]=O)[C@H:25]([O:40][CH:41]2[CH2:46][CH2:45][CH2:44][CH2:43][O:42]2)[CH2:24]1)(=[O:21])[CH3:20].O. Given the product [C:19]([O:22][C@@H:23]1[C@H:27]([CH2:28][CH2:29][CH2:30][CH2:31][CH2:32][CH2:33][C:34]([O:36][CH3:37])=[O:35])[C@@H:26](/[CH:38]=[CH:7]/[C:8](=[O:16])[C:9]([F:14])([F:15])[CH2:10][CH2:11][CH2:12][CH3:13])[C@H:25]([O:40][CH:41]2[CH2:46][CH2:45][CH2:44][CH2:43][O:42]2)[CH2:24]1)(=[O:21])[CH3:20], predict the reactants needed to synthesize it. (6) Given the product [NH2:1][C:2]1[NH:7][C:6]2[NH:8][CH:9]=[C:10]([CH2:11][CH2:12][C:13]3[CH:21]=[CH:20][C:16]([C:17]([NH:64][C@:63]([O:62][CH2:61][CH2:60][Si:59]([CH3:58])([CH3:73])[CH3:74])([C:70]([OH:72])=[O:71])[CH2:65][CH2:66][C:67]([OH:69])=[O:68])=[O:18])=[CH:15][CH:14]=3)[C:5]=2[C:4](=[O:22])[N:3]=1, predict the reactants needed to synthesize it. The reactants are: [NH2:1][C:2]1[NH:7][C:6]2[NH:8][CH:9]=[C:10]([CH2:11][CH2:12][C:13]3[CH:21]=[CH:20][C:16]([C:17](O)=[O:18])=[CH:15][CH:14]=3)[C:5]=2[C:4](=[O:22])[N:3]=1.CN1CCOCC1.ClC1N=C(OC)N=C(OC)N=1.C[Si](C)(C)CCON[C@H](C(O)=O)CCC(O)=O.[CH3:58][Si:59]([CH3:74])([CH3:73])[CH2:60][CH2:61][O:62][C@@:63]([C:70]([OH:72])=[O:71])([CH2:65][CH2:66][C:67]([OH:69])=[O:68])[NH2:64].